Predict the product of the given reaction. From a dataset of Forward reaction prediction with 1.9M reactions from USPTO patents (1976-2016). (1) Given the reactants [C-:1]#[Si+:2].[N:3]12[Si:8]34[N:9]5[Si:6]61[N:7]3[Si:4]25[N:5]64, predict the reaction product. The product is: [C-:1]#[Si+:2].[N:3]12[Si:8]34[N:9]5[Si:6]61[N:7]3[Si:4]25[N:5]64. (2) Given the reactants [Br:1][C:2]1[C:6]2[CH2:7][N:8]([C:11]([O:13][C:14]([CH3:17])([CH3:16])[CH3:15])=[O:12])[CH2:9][CH2:10][C:5]=2[N:4]([CH:18]2[CH2:23][CH2:22]S[CH2:20][CH2:19]2)[N:3]=1.[S:24]([O-:29])(O[O-])(=O)=[O:25].[K+].[K+], predict the reaction product. The product is: [Br:1][C:2]1[C:6]2[CH2:7][N:8]([C:11]([O:13][C:14]([CH3:15])([CH3:16])[CH3:17])=[O:12])[CH2:9][CH2:10][C:5]=2[N:4]([CH:18]2[CH2:23][CH2:22][S:24](=[O:29])(=[O:25])[CH2:20][CH2:19]2)[N:3]=1. (3) Given the reactants C[O:2][C:3](=[O:33])[CH2:4][CH2:5][C:6]1[CH:11]=[CH:10][C:9]([O:12][CH2:13][CH2:14][CH:15]([O:17][C:18]2[CH:23]=[CH:22][C:21]([CH2:24][CH3:25])=[CH:20][C:19]=2[C:26]2[CH:31]=[CH:30][CH:29]=[CH:28][CH:27]=2)[CH3:16])=[CH:8][C:7]=1[CH3:32], predict the reaction product. The product is: [CH2:24]([C:21]1[CH:22]=[CH:23][C:18]([O:17][CH:15]([CH3:16])[CH2:14][CH2:13][O:12][C:9]2[CH:10]=[CH:11][C:6]([CH2:5][CH2:4][C:3]([OH:33])=[O:2])=[C:7]([CH3:32])[CH:8]=2)=[C:19]([C:26]2[CH:27]=[CH:28][CH:29]=[CH:30][CH:31]=2)[CH:20]=1)[CH3:25].